From a dataset of Catalyst prediction with 721,799 reactions and 888 catalyst types from USPTO. Predict which catalyst facilitates the given reaction. (1) Reactant: [CH2:1]([O:3][C:4]([C:6]1[N:7]=[C:8]([N:11]2[CH2:14][CH:13](OS(C)(=O)=O)[CH2:12]2)[S:9][CH:10]=1)=[O:5])[CH3:2].[C:20]([O-:23])(=[S:22])[CH3:21].[K+]. Product: [C:20]([S:22][CH:13]1[CH2:12][N:11]([C:8]2[S:9][CH:10]=[C:6]([C:4]([O:3][CH2:1][CH3:2])=[O:5])[N:7]=2)[CH2:14]1)(=[O:23])[CH3:21]. The catalyst class is: 9. (2) Reactant: [Cl:1][C:2]1[C:3]([C:8]2(O)[CH2:17][CH2:16][C:11]3([O:15][CH2:14][CH2:13][O:12]3)[CH2:10][CH2:9]2)=[N:4][CH:5]=[CH:6][CH:7]=1.C(N(S(F)(F)[F:25])CC)C. Product: [Cl:1][C:2]1[C:3]([C:8]2([F:25])[CH2:17][CH2:16][C:11]3([O:15][CH2:14][CH2:13][O:12]3)[CH2:10][CH2:9]2)=[N:4][CH:5]=[CH:6][CH:7]=1. The catalyst class is: 2. (3) Reactant: [F:1][C:2]([F:12])([F:11])[C:3]1[N:8]=[CH:7][C:6]([CH:9]=[O:10])=[CH:5][CH:4]=1.[CH3:13][Mg]Cl.[Cl-].[NH4+]. Product: [F:12][C:2]([F:11])([F:1])[C:3]1[N:8]=[CH:7][C:6]([CH:9]([OH:10])[CH3:13])=[CH:5][CH:4]=1. The catalyst class is: 1. (4) Reactant: [CH3:1][C:2](=[O:7])[CH2:3][C:4](=O)[CH3:5].[C:8]([O-])([O-])=O.[K+].[K+].[C:14](=[S:16])=[S:15].Cl[CH2:18][C:19]#[N:20].CI. Product: [C:2]([C:3]1[C:4]([CH3:5])=[C:18]([C:19]#[N:20])[S:15][C:14]=1[S:16][CH3:8])(=[O:7])[CH3:1]. The catalyst class is: 18.